From a dataset of Full USPTO retrosynthesis dataset with 1.9M reactions from patents (1976-2016). Predict the reactants needed to synthesize the given product. (1) The reactants are: [NH2:1][CH2:2][C:3]([OH:5])=[O:4].C([O-])([O-])=O.[K+].[K+].I[C:13]1[CH:22]=[CH:21][C:16](C(NC)=O)=[C:15]([F:23])[CH:14]=1.Cl.[CH3:25][N:26]([CH:28]=[O:29])C. Given the product [CH3:25][NH:26][C:28]([C:13]1[CH:22]=[CH:21][C:16]([NH:1][CH2:2][C:3]([OH:5])=[O:4])=[C:15]([F:23])[CH:14]=1)=[O:29], predict the reactants needed to synthesize it. (2) Given the product [Br:1][C:2]1[CH:7]=[CH:6][C:5]([C:8]2[C:9]([S:14]([Cl:33])(=[O:16])=[O:15])=[CH:10][CH:11]=[CH:12][CH:13]=2)=[C:4]([F:18])[CH:3]=1, predict the reactants needed to synthesize it. The reactants are: [Br:1][C:2]1[CH:7]=[CH:6][C:5]([C:8]2[C:9]([S:14](O)(=[O:16])=[O:15])=[CH:10][CH:11]=[CH:12][CH:13]=2)=[C:4]([F:18])[CH:3]=1.CN(C=O)C.C1(C)C=CC=CC=1.S(Cl)([Cl:33])=O. (3) Given the product [CH3:1][C:2]([CH3:18])([CH2:8][C:9]#[C:10][CH2:11][N:12]1[CH2:17][CH2:16][O:15][CH2:14][CH2:13]1)[CH2:3][OH:4], predict the reactants needed to synthesize it. The reactants are: [CH3:1][C:2]([CH3:18])([CH2:8][C:9]#[C:10][CH2:11][N:12]1[CH2:17][CH2:16][O:15][CH2:14][CH2:13]1)[C:3](OCC)=[O:4].[H-].[H-].[H-].[H-].[Li+].[Al+3].